From a dataset of Forward reaction prediction with 1.9M reactions from USPTO patents (1976-2016). Predict the product of the given reaction. (1) Given the reactants [C:1]([O:5][C:6]([N:8]1[CH2:13][CH2:12][CH:11]([NH:14][CH3:15])[CH2:10][CH2:9]1)=[O:7])([CH3:4])([CH3:3])[CH3:2].[O:16]1[CH2:19][C:18](=O)[CH2:17]1.C(O[BH-](OC(=O)C)OC(=O)C)(=O)C.[Na+], predict the reaction product. The product is: [C:1]([O:5][C:6]([N:8]1[CH2:9][CH2:10][CH:11]([N:14]([CH3:15])[CH:18]2[CH2:17][O:16][CH2:19]2)[CH2:12][CH2:13]1)=[O:7])([CH3:4])([CH3:3])[CH3:2]. (2) Given the reactants [CH3:1][CH:2]([C:4]1[N:8]([CH2:9][CH2:10][C@@H:11]([OH:19])[CH2:12][C@@H:13]([OH:18])[CH2:14][C:15](O)=[O:16])[C:7]([C:20]2[CH:21]=[CH:22][C:23]([F:26])=[CH:24][CH:25]=2)=[C:6]([C:27]2[CH:28]=[CH:29][CH:30]=[CH:31][CH:32]=2)[C:5]=1[C:33]([NH:35][C:36]1[CH:37]=[CH:38][CH:39]=[CH:40][CH:41]=1)=[O:34])[CH3:3].[NH2:42][CH2:43][CH2:44][NH:45][C:46](=[O:66])[CH2:47][CH2:48][CH2:49]/[CH:50]=[CH:51]\[CH2:52]/[CH:53]=[CH:54]\[CH2:55]/[CH:56]=[CH:57]\[CH2:58]/[CH:59]=[CH:60]\[CH2:61]/[CH:62]=[CH:63]\[CH2:64][CH3:65].C(O)(=O)CCC/C=C\C/C=C\C/C=C\C/C=C\C/C=C\CC, predict the reaction product. The product is: [OH:19][C@@H:11]([CH2:12][C@@H:13]([OH:18])[CH2:14][C:15]([NH:42][CH2:43][CH2:44][NH:45][C:46](=[O:66])[CH2:47][CH2:48][CH2:49]/[CH:50]=[CH:51]\[CH2:52]/[CH:53]=[CH:54]\[CH2:55]/[CH:56]=[CH:57]\[CH2:58]/[CH:59]=[CH:60]\[CH2:61]/[CH:62]=[CH:63]\[CH2:64][CH3:65])=[O:16])[CH2:10][CH2:9][N:8]1[C:7]([C:20]2[CH:25]=[CH:24][C:23]([F:26])=[CH:22][CH:21]=2)=[C:6]([C:27]2[CH:28]=[CH:29][CH:30]=[CH:31][CH:32]=2)[C:5]([C:33]([NH:35][C:36]2[CH:37]=[CH:38][CH:39]=[CH:40][CH:41]=2)=[O:34])=[C:4]1[CH:2]([CH3:3])[CH3:1]. (3) Given the reactants [C:1]1([C:7]2[CH:16]=[CH:15][CH:14]=[C:13]3[C:8]=2[C:9]([NH:32][CH2:33][C:34]2[CH:39]=[CH:38][CH:37]=[CH:36][N:35]=2)=[N:10][C:11]([C:17]2[CH:18]=[C:19]([C:23]4[N:27]=[C:26]([C:28](OC)=[O:29])[O:25][N:24]=4)[CH:20]=[N:21][CH:22]=2)=[N:12]3)[CH:6]=[CH:5][CH:4]=[CH:3][CH:2]=1.[C:40]([NH:47][CH:48]1[CH2:53][CH2:52][NH:51][CH2:50][CH2:49]1)([O:42][C:43]([CH3:46])([CH3:45])[CH3:44])=[O:41], predict the reaction product. The product is: [C:1]1([C:7]2[CH:16]=[CH:15][CH:14]=[C:13]3[C:8]=2[C:9]([NH:32][CH2:33][C:34]2[CH:39]=[CH:38][CH:37]=[CH:36][N:35]=2)=[N:10][C:11]([C:17]2[CH:18]=[C:19]([C:23]4[N:27]=[C:26]([C:28]([N:51]5[CH2:50][CH2:49][CH:48]([NH:47][C:40](=[O:41])[O:42][C:43]([CH3:45])([CH3:44])[CH3:46])[CH2:53][CH2:52]5)=[O:29])[O:25][N:24]=4)[CH:20]=[N:21][CH:22]=2)=[N:12]3)[CH:6]=[CH:5][CH:4]=[CH:3][CH:2]=1. (4) Given the reactants [C:1]([O:5][C:6]([N:8]1[CH2:13][CH2:12][N:11]([S:14]([CH3:17])(=[O:16])=[O:15])[CH:10]([C:18]([OH:20])=[O:19])[CH2:9]1)=[O:7])([CH3:4])([CH3:3])[CH3:2].[C:21]([O-])([O-])=O.[K+].[K+].IC, predict the reaction product. The product is: [CH3:21][O:19][C:18]([CH:10]1[N:11]([S:14]([CH3:17])(=[O:15])=[O:16])[CH2:12][CH2:13][N:8]([C:6]([O:5][C:1]([CH3:4])([CH3:2])[CH3:3])=[O:7])[CH2:9]1)=[O:20].